Task: Predict the reaction yield, written as a fraction of the theoretical maximum amount of product (1.0 means a 100% yield; for example, 0.34 means a 34% yield).. Dataset: Reaction yield outcomes from USPTO patents with 853,638 reactions (1) The catalyst is COCCOC.C1COCC1.C1C=CC([P]([Pd]([P](C2C=CC=CC=2)(C2C=CC=CC=2)C2C=CC=CC=2)([P](C2C=CC=CC=2)(C2C=CC=CC=2)C2C=CC=CC=2)[P](C2C=CC=CC=2)(C2C=CC=CC=2)C2C=CC=CC=2)(C2C=CC=CC=2)C2C=CC=CC=2)=CC=1. The yield is 0.780. The product is [S:10]1[CH:14]=[CH:13][CH:12]=[C:11]1[C:2]1[CH:9]=[CH:8][C:5]([CH:6]=[O:7])=[CH:4][CH:3]=1. The reactants are Br[C:2]1[CH:9]=[CH:8][C:5]([CH:6]=[O:7])=[CH:4][CH:3]=1.[S:10]1[CH:14]=[CH:13][CH:12]=[C:11]1B(O)O.C([O-])([O-])=O.[Na+].[Na+]. (2) The reactants are [CH3:1][NH:2][CH2:3][C:4]1[N:5]([CH3:13])[C:6]2[C:11]([CH:12]=1)=[CH:10][CH:9]=[CH:8][CH:7]=2.CNCC1C=CC2C(=CC=CC=2)C=1CCC.[ClH:30].[O:31]=[C:32]1[C@@H:41]2[N:37]([CH2:38][CH2:39][CH2:40]2)[CH2:36][C:35]2[CH:42]=[C:43](/[CH:46]=[CH:47]/[C:48](O)=[O:49])[CH:44]=[N:45][C:34]=2[NH:33]1.Cl.CN1CC2C=C(/C=C/C(O)=O)C=NC=2NC(=O)C1. The catalyst is CO. The product is [ClH:30].[CH3:1][N:2]([CH2:3][C:4]1[N:5]([CH3:13])[C:6]2[C:11]([CH:12]=1)=[CH:10][CH:9]=[CH:8][CH:7]=2)[C:48](=[O:49])/[CH:47]=[CH:46]/[C:43]1[CH:44]=[N:45][C:34]2[NH:33][C:32](=[O:31])[C@@H:41]3[N:37]([CH2:38][CH2:39][CH2:40]3)[CH2:36][C:35]=2[CH:42]=1. The yield is 0.350. (3) The reactants are C(O)(=O)C.C[O:6][C:7]1[CH:8]=[C:9]([C:20]2[C:28]3[C:27]([NH2:29])=[N:26][CH:25]=[N:24][C:23]=3[N:22]([C@H:30]3[CH2:35][CH2:34][C@H:33]([N:36]4[CH2:41][CH2:40][N:39]([CH3:42])[CH2:38][CH2:37]4)[CH2:32][CH2:31]3)[CH:21]=2)[CH:10]=[CH:11][C:12]=1[O:13][C:14]1[CH:19]=[CH:18][CH:17]=[CH:16][CH:15]=1. The catalyst is Br. The product is [NH2:29][C:27]1[C:28]2[C:20]([C:9]3[CH:10]=[CH:11][C:12]([O:13][C:14]4[CH:15]=[CH:16][CH:17]=[CH:18][CH:19]=4)=[C:7]([OH:6])[CH:8]=3)=[CH:21][N:22]([C@H:30]3[CH2:31][CH2:32][C@H:33]([N:36]4[CH2:37][CH2:38][N:39]([CH3:42])[CH2:40][CH2:41]4)[CH2:34][CH2:35]3)[C:23]=2[N:24]=[CH:25][N:26]=1. The yield is 0.660. (4) The reactants are [CH3:1][O:2][C:3]1[CH:8]=[CH:7][C:6]([C:9]2[CH:10]=[CH:11][C:12](=[O:21])[N:13]([CH2:15][C:16]([O:18]CC)=[O:17])[CH:14]=2)=[CH:5][CH:4]=1.[OH-].[Li+].Cl. The catalyst is O.CCO. The product is [CH3:1][O:2][C:3]1[CH:4]=[CH:5][C:6]([C:9]2[CH:10]=[CH:11][C:12](=[O:21])[N:13]([CH2:15][C:16]([OH:18])=[O:17])[CH:14]=2)=[CH:7][CH:8]=1. The yield is 0.760. (5) The reactants are [NH:1]1[C:9]2[C:4](=[CH:5][CH:6]=[CH:7][CH:8]=2)[CH:3]=[N:2]1.[H-].[Na+].Cl[CH2:13][C:14]1[CH:32]=[CH:31][C:17]2/[C:18](=[C:27](/[CH3:30])\[C:28]#[N:29])/[C:19]3[CH:26]=[CH:25][CH:24]=[CH:23][C:20]=3[O:21][CH2:22][C:16]=2[CH:15]=1.C(OCC)(=O)C. The catalyst is CN(C=O)C. The product is [N:1]1([CH2:13][C:14]2[CH:32]=[CH:31][C:17]3/[C:18](=[C:27](/[CH3:30])\[C:28]#[N:29])/[C:19]4[CH:26]=[CH:25][CH:24]=[CH:23][C:20]=4[O:21][CH2:22][C:16]=3[CH:15]=2)[C:9]2[C:4](=[CH:5][CH:6]=[CH:7][CH:8]=2)[CH:3]=[N:2]1.[N:1]1[N:2]([CH2:13][C:14]2[CH:32]=[CH:31][C:17]3/[C:18](=[C:27](/[CH3:30])\[C:28]#[N:29])/[C:19]4[CH:26]=[CH:25][CH:24]=[CH:23][C:20]=4[O:21][CH2:22][C:16]=3[CH:15]=2)[CH:3]=[C:4]2[C:9]=1[CH:8]=[CH:7][CH:6]=[CH:5]2. The yield is 0.640.